Dataset: Catalyst prediction with 721,799 reactions and 888 catalyst types from USPTO. Task: Predict which catalyst facilitates the given reaction. (1) Reactant: C([O:3][C:4](=O)[CH2:5][N:6]1[C:10]2[CH:11]=[C:12]([NH:15][S:16]([C:19]3[CH:24]=[CH:23][CH:22]=[C:21]([Cl:25])[C:20]=3[CH3:26])(=[O:18])=[O:17])[CH:13]=[CH:14][C:9]=2[N:8]=[C:7]1[CH3:27])C.[H-].[H-].[H-].[H-].[Li+].[Al+3]. Product: [Cl:25][C:21]1[C:20]([CH3:26])=[C:19]([S:16]([NH:15][C:12]2[CH:13]=[CH:14][C:9]3[N:8]=[C:7]([CH3:27])[N:6]([CH2:5][CH2:4][OH:3])[C:10]=3[CH:11]=2)(=[O:17])=[O:18])[CH:24]=[CH:23][CH:22]=1. The catalyst class is: 1. (2) Reactant: [CH:1]([N:4]1[CH2:9][CH2:8][N:7]([C:10]([C:12]2[CH:17]=[CH:16][C:15](B(O)O)=[CH:14][CH:13]=2)=[O:11])[CH2:6][CH2:5]1)([CH3:3])[CH3:2].C(=O)([O-])[O-].[Na+].[Na+].N#N.Br[C:30]1[CH:31]=[C:32]([C:36]2[CH:41]=[CH:40][N:39]=[C:38]([C:42]3[CH:47]=[CH:46][CH:45]=[CH:44][N:43]=3)[N:37]=2)[CH:33]=[N:34][CH:35]=1.C(Cl)Cl. Product: [CH:1]([N:4]1[CH2:9][CH2:8][N:7]([C:10]([C:12]2[CH:17]=[CH:16][C:15]([C:30]3[CH:35]=[N:34][CH:33]=[C:32]([C:36]4[CH:41]=[CH:40][N:39]=[C:38]([C:42]5[CH:47]=[CH:46][CH:45]=[CH:44][N:43]=5)[N:37]=4)[CH:31]=3)=[CH:14][CH:13]=2)=[O:11])[CH2:6][CH2:5]1)([CH3:3])[CH3:2]. The catalyst class is: 438. (3) Reactant: [CH3:1][C:2]1[C:6]([C@H:7]([OH:21])[C:8]2[O:9][C:10]3[CH:16]=[CH:15][C:14]([CH2:17][C:18]([OH:20])=O)=[CH:13][C:11]=3[CH:12]=2)=[C:5]([CH3:22])[O:4][N:3]=1.CN(C(ON1N=NC2C=CC=NC1=2)=[N+](C)C)C.F[P-](F)(F)(F)(F)F.CCN(C(C)C)C(C)C.[CH3:56][C:57]1[CH:58]=[N:59][CH:60]=[CH:61][C:62]=1[CH:63]([C:65]1[CH:70]=[CH:69][CH:68]=[CH:67][CH:66]=1)[NH2:64]. Product: [CH3:1][C:2]1[C:6]([C@H:7]([OH:21])[C:8]2[O:9][C:10]3[CH:16]=[CH:15][C:14]([CH2:17][C:18]([NH:64][CH:63]([C:62]4[CH:61]=[CH:60][N:59]=[CH:58][C:57]=4[CH3:56])[C:65]4[CH:66]=[CH:67][CH:68]=[CH:69][CH:70]=4)=[O:20])=[CH:13][C:11]=3[CH:12]=2)=[C:5]([CH3:22])[O:4][N:3]=1. The catalyst class is: 2. (4) Reactant: [CH:1]([C:4]1[CH:9]=[CH:8][C:7]([CH2:10][C:11]([OH:13])=O)=[CH:6][CH:5]=1)([CH3:3])[CH3:2].[Cl-].[C:15]([CH:17]([C:19]1[CH:24]=[CH:23][CH:22]=[CH:21][CH:20]=1)[NH3+:18])#[N:16].Cl.CN(C)CCCN=C=NCC.ON1C2N=CC=CC=2N=N1.C(N(CC)CC)C. Product: [C:15]([CH:17]([C:19]1[CH:24]=[CH:23][CH:22]=[CH:21][CH:20]=1)[NH:18][C:11](=[O:13])[CH2:10][C:7]1[CH:6]=[CH:5][C:4]([CH:1]([CH3:2])[CH3:3])=[CH:9][CH:8]=1)#[N:16]. The catalyst class is: 232. (5) Reactant: [F:1][C:2]1[CH:7]=[CH:6][CH:5]=[CH:4][C:3]=1[N:8]1[C:17](=[O:18])[C:16]2[C:11](=[CH:12][CH:13]=[CH:14][CH:15]=2)[N:10]=[C:9]1[C@@H:19]([NH:22]C(=O)OC(C)(C)C)[CH2:20][CH3:21].Cl. Product: [NH2:22][C@H:19]([C:9]1[N:8]([C:3]2[CH:4]=[CH:5][CH:6]=[CH:7][C:2]=2[F:1])[C:17](=[O:18])[C:16]2[C:11](=[CH:12][CH:13]=[CH:14][CH:15]=2)[N:10]=1)[CH2:20][CH3:21]. The catalyst class is: 161. (6) Reactant: C(OC([N:8]1[CH2:12][C:11]([F:14])([F:13])[CH2:10][C@@H:9]1[CH2:15][CH2:16][CH2:17][CH2:18][C:19]([OH:21])=[O:20])=O)(C)(C)C.[ClH:22]. Product: [ClH:22].[F:14][C:11]1([F:13])[CH2:12][NH:8][C@@H:9]([CH2:15][CH2:16][CH2:17][CH2:18][C:19]([OH:21])=[O:20])[CH2:10]1. The catalyst class is: 25. (7) Reactant: [CH3:1][O:2][C:3]1[CH2:7][C:6](=[CH:8][CH:9]2[CH2:14][CH2:13][O:12][CH2:11][CH2:10]2)[C:5](=[O:15])[CH:4]=1.[H][H]. Product: [CH3:1][O:2][C:3]1[CH2:7][CH:6]([CH2:8][CH:9]2[CH2:10][CH2:11][O:12][CH2:13][CH2:14]2)[C:5](=[O:15])[CH:4]=1. The catalyst class is: 29. (8) Reactant: [F:1][C:2]([F:14])([F:13])[O:3][C:4]1[CH:12]=[CH:11][C:7]([C:8]([OH:10])=[O:9])=[CH:6][CH:5]=1.[Br:15]Br. Product: [Br:15][C:5]1[CH:6]=[C:7]([CH:11]=[CH:12][C:4]=1[O:3][C:2]([F:13])([F:14])[F:1])[C:8]([OH:10])=[O:9]. The catalyst class is: 463. (9) Reactant: [N+:1]([C:4]1[CH:13]=[C:12]([O:14][C:15]([F:18])([F:17])[F:16])[CH:11]=[CH:10][C:5]=1[C:6]([O:8][CH3:9])=[O:7])([O-])=O. Product: [NH2:1][C:4]1[CH:13]=[C:12]([O:14][C:15]([F:16])([F:17])[F:18])[CH:11]=[CH:10][C:5]=1[C:6]([O:8][CH3:9])=[O:7]. The catalyst class is: 43.